From a dataset of Full USPTO retrosynthesis dataset with 1.9M reactions from patents (1976-2016). Predict the reactants needed to synthesize the given product. (1) Given the product [F:9][C:6]1[C:7]2[O:8][C:15]([SH:16])=[N:1][C:2]=2[CH:3]=[CH:4][C:5]=1[O:10][CH3:11], predict the reactants needed to synthesize it. The reactants are: [NH2:1][C:2]1[C:7]([OH:8])=[C:6]([F:9])[C:5]([O:10][CH3:11])=[CH:4][CH:3]=1.C(O[C:15]([S-])=[S:16])C.[K+]. (2) The reactants are: [CH2:1]([C:5]1[N:6]=[C:7]([CH2:27][CH3:28])[NH:8][C:9](=[O:26])[C:10]=1[CH2:11][C:12]1[CH:17]=[CH:16][C:15]([C:18]2[C:19]([C:24]#[N:25])=[CH:20][CH:21]=[CH:22][CH:23]=2)=[CH:14][CH:13]=1)[CH2:2][CH2:3][CH3:4].[CH3:29][O:30][C:31]1[CH:36]=[CH:35][C:34](B(O)O)=[CH:33][CH:32]=1.N1C=CC=CC=1.C(N(CC)CC)C. Given the product [CH2:1]([C:5]1[N:6]=[C:7]([CH2:27][CH3:28])[N:8]([C:34]2[CH:35]=[CH:36][C:31]([O:30][CH3:29])=[CH:32][CH:33]=2)[C:9](=[O:26])[C:10]=1[CH2:11][C:12]1[CH:17]=[CH:16][C:15]([C:18]2[C:19]([C:24]#[N:25])=[CH:20][CH:21]=[CH:22][CH:23]=2)=[CH:14][CH:13]=1)[CH2:2][CH2:3][CH3:4], predict the reactants needed to synthesize it.